This data is from Catalyst prediction with 721,799 reactions and 888 catalyst types from USPTO. The task is: Predict which catalyst facilitates the given reaction. (1) Reactant: [CH3:1][CH:2]([C:6](=O)[CH3:7])[C:3](=O)[CH3:4].[NH2:9][C:10]1[CH:14]=[C:13]([CH3:15])[NH:12][N:11]=1. Product: [CH3:15][C:13]1[CH:14]=[C:10]2[N:9]=[C:3]([CH3:4])[C:2]([CH3:1])=[C:6]([CH3:7])[N:11]2[N:12]=1. The catalyst class is: 15. (2) Reactant: [Br-:1].[OH:2][CH2:3][CH2:4][CH2:5][N+:6]1[C:15]2[C:10](=[CH:11][CH:12]=[CH:13][CH:14]=2)[C:9]([CH3:16])=[CH:8][CH:7]=1.[CH3:17][O:18][CH2:19][CH2:20][O:21][CH2:22][CH2:23][N:24]1[C:36]2[CH:35]=[CH:34][C:33]([CH:37]=O)=[CH:32][C:31]=2[C:30]2[C:25]1=[CH:26][CH:27]=[CH:28][CH:29]=2.N1CCCCC1. Product: [Br-:1].[OH:2][CH2:3][CH2:4][CH2:5][N+:6]1[C:15]2[C:10](=[CH:11][CH:12]=[CH:13][CH:14]=2)[C:9](/[CH:16]=[CH:37]/[C:33]2[CH:34]=[CH:35][C:36]3[N:24]([CH2:23][CH2:22][O:21][CH2:20][CH2:19][O:18][CH3:17])[C:25]4[C:30]([C:31]=3[CH:32]=2)=[CH:29][CH:28]=[CH:27][CH:26]=4)=[CH:8][CH:7]=1. The catalyst class is: 8. (3) Reactant: S(Cl)(Cl)=O.[Cl:5][C:6]1[CH:7]=[C:8]([CH2:13][CH2:14][C:15]([OH:17])=O)[CH:9]=[C:10]([Cl:12])[CH:11]=1. Product: [Cl:12][C:10]1[CH:9]=[C:8]2[C:7](=[C:6]([Cl:5])[CH:11]=1)[C:15](=[O:17])[CH2:14][CH2:13]2. The catalyst class is: 2. (4) Reactant: [N+:1]([C:4]1[CH:5]=[C:6]([CH:13]=[C:14]([C:16]([F:19])([F:18])[F:17])[CH:15]=1)[O:7][CH:8]1[CH2:12][CH2:11][O:10][CH2:9]1)([O-])=O. Product: [O:10]1[CH2:11][CH2:12][CH:8]([O:7][C:6]2[CH:5]=[C:4]([NH2:1])[CH:15]=[C:14]([C:16]([F:19])([F:18])[F:17])[CH:13]=2)[CH2:9]1. The catalyst class is: 19.